Predict the reactants needed to synthesize the given product. From a dataset of Full USPTO retrosynthesis dataset with 1.9M reactions from patents (1976-2016). (1) Given the product [N:4]1[CH:5]=[CH:6][CH:7]=[C:2]([C:1]2[S:8][CH:11]=[C:12]([C:13]([O:15][CH2:16][CH3:17])=[O:14])[N:9]=2)[CH:3]=1, predict the reactants needed to synthesize it. The reactants are: [C:1]([NH2:9])(=[S:8])[C:2]1[CH:7]=[CH:6][CH:5]=[N:4][CH:3]=1.Br[CH2:11][C:12](=O)[C:13]([O:15][CH2:16][CH3:17])=[O:14]. (2) Given the product [CH:1]1([C:4]2[NH:8][N:7]=[C:6]([NH:9][C:10]3[C:17]([F:18])=[CH:16][C:13]([C:14]#[N:15])=[C:12]([NH:19][C@@H:20]([C:22]4[CH:27]=[CH:26][C:25]([F:28])=[CH:24][CH:23]=4)[CH3:21])[N:11]=3)[CH:5]=2)[CH2:3][CH2:2]1, predict the reactants needed to synthesize it. The reactants are: [CH:1]1([C:4]2[NH:8][N:7]=[C:6]([NH:9][C:10]3[C:17]([F:18])=[CH:16][C:13]([C:14]#[N:15])=[C:12]([NH:19][C@H:20]([C:22]4[CH:27]=[CH:26][C:25]([F:28])=[CH:24][CH:23]=4)[CH3:21])[N:11]=3)[CH:5]=2)[CH2:3][CH2:2]1.FC1C=CC([C@H](N)C)=CC=1.CCN(C(C)C)C(C)C.